From a dataset of Drug-target binding data from BindingDB using IC50 measurements. Regression. Given a target protein amino acid sequence and a drug SMILES string, predict the binding affinity score between them. We predict pIC50 (pIC50 = -log10(IC50 in M); higher means more potent). Dataset: bindingdb_ic50. (1) The compound is CC(C)C[C@H](NC(=O)[C@H](Cc1ccc(OC(F)(C(=O)O)C(=O)O)cc1)NC(=O)[C@H](CCC(=O)OCc1ccccc1)NC(=O)OCC1c2ccccc2-c2ccccc21)C(N)=O. The target protein sequence is MNLSLSDLHRQVSRLVQQESGDCTGKLRGNVAANKETTFQGLTIASGARESEKVFAQTVLSHVANVVLTQEDTAKLLQSTVKHNLNNYDLRSVGNGNSVLVSLRSDQMTLQDAKVLLEAALRQESGARGHVSSHSHSALHAPGTPVREGLRSHLDPRTPPLPPRERPHTSGHHGAGEARATAPSTVSPYGPEARAELSSRLTTLRNTLAPATNDPRYLQACGGEKLNRFRDIQCCRQTAVRADLNANYIQVGNTRTIACQYPLQSQLESHFRMLAENRTPVLAVLASSSEIANQRFGMPDYFRQSGTYGSITVESKMTQQVGLGDGIMADMYTLTIREAGQKTISVPVVHVGNWPDQTAVSSEVTKALASLVDQTAETKRNMYESKGSSAVGDDSKLRPVIHCRAGVGRTAQLIGAMCMNDSRNSQLSVEDMVSQMRVQRNGIMVQKDEQLDVLIKLAEGQGRPLLNS. The pIC50 is 5.5. (2) The compound is CCCCCCCCCCCCCCCC(=O)c1c(O)oc(C)c1O. The target protein (P30306) has sequence MEVPLQKSAPGSALSPARVLGGIQRPRHLSVFEFESDGFLGSPEPTASSSPVTTLTQTMHNLAGLGSEPPKAQVGSLSFQNRLADLSLSRRTSECSLSSESSESSDAGLCMDSPSPVDPQMAERTFEQAIQAASRVIQNEQFTIKRFRSLPVRLLEHSPVLQSITNSRALDSWRKTEAGYRAAANSPGEDKENDGYIFKMPQELPHSSSAQALAEWVSRRQAFTQRPSSAPDLMCLTTEWKMEVEELSPVAQSSSLTPVERASEEDDGFVDILESDLKDDEKVPAGMENLISAPLVKKLDKEEEQDLIMFSKCQRLFRSPSMPCSVIRPILKRLERPQDRDVPVQSKRRKSVTPLEEQQLEEPKARVFRSKSLCHEIENILDSDHRGLIGDYSKAFLLQTVDGKHQDLKYISPETMVALLTGKFSNIVEKFVIVDCRYPYEYEGGHIKNAVNLPLERDAETFLLQRPIMPCSLDKRIILIFHCEFSSERGPRMCRFIRER.... The pIC50 is 5.4. (3) The small molecule is Oc1ccc(O)c(-c2ccc(-c3nnc(S)o3)o2)c1. The target protein sequence is MDRMYEQNQMPHNNEAEQSVLGSIIIDPELINTTQEVLLPESFYRGAHQHIFRAMMHLNEDNKEIDVVTLMDQLSTEGTLNEAGGPQYLAELSTNVPTTRNVQYYTDIVSKHALKRRLIQTADSIANDGYNDELELDAILSDAERRILELSSSRESDGFKDIRDVLGQVYETAEELDQNSGQTPGIPTGYRDLDQMTAGFNRNDLIILAARPSVGKTAFALNIAQKVATHEDMYTVGIFSLEMGADQLATRMICSSGNVDSNRLRTGTMTEEDWSRFTIAVGKLSRTKIFIDDTPGIRINDLRSKCRRLKQEHGLDMIVIDYLQLIQGSGSRASDNRQQEVSEISRTLKALARELKCPVIALSQLSRGVEQRQDKRPMMSDIRESGSIEQDADIVAFLYRDDYYNRGGDEDDDDDGGFEPQTNDENGEIEIIIAKQRNGPTGTVKLHFMKQYNKFTDIDYAHADMM. The pIC50 is 4.0. (4) The compound is C#Cc1cccc(Nc2ncnc3cc(OCCOC)c(OCCOC)cc23)c1. The target protein sequence is GEAPNQALLRILKETEFKKIKVLGSGAFGTVYKGLWIPEGEKVKIPVAIKELREATSPKANKEILDEAYVMASVDNPHVCRLLGICLTSTVQLIMQLMPFGCLLDYVREHKDNIGSQYLLNWCVQIAKGMNYLEDRRLVHRDLAARNVLVKTPQHVKITDFGLAKLLGAEEKEYHAEGGKVPIKWMALESILHRIYTHQSDVWSYGVTVWELMTFGSKPYDGIPASEISSILEKGERLPQPPICTIDVYMIMVKCWMIDADSRPKFRELIIEFSKMARDPQRYLVIQGDERMHLPSPTDSNFYRALMDEEDMDDVVDADEYLIPQQGFFSSPSTSRTPLLSSLSATSNNSTVACIDRNGLQSCPIKEDSFLQRYSSDPTGALTEDSIDDTFLPVPEYINQSVPKRPAGSVQNPVYHNQPLNPAPSRDPHYQDPHSTAVGNPEYLNTVQPTCVNSTFDSPAHWAQKGSHQISLDNPDYQQDFFPKEAKPNGIFKGSTAENA.... The pIC50 is 6.6. (5) The small molecule is Cc1cccc(CCCN(O)C=O)n1. The target protein (P44786) has sequence MTALNVLIYPDDHLKVVCEPVTKVNDAIRKIVDDMFDTMYQEKGIGLAAPQVDILQRIITIDVEGDKQNQFVLINPEILASEGETGIEEGCLSIPGFRALVPRKEKVTVRALDRDGKEFTLDADGLLAICIQHEIDHLNGILFVDYLSPLKRQRIKEKLIKYKKQIAKS. The pIC50 is 6.0. (6) The drug is CC(C)c1ccc(Nc2nc3ccccc3n3nnnc23)cc1. The target protein (Q9UKK3) has sequence MVMGIFANCIFCLKVKYLPQQQKKKLQTDIKENGGKFSFSLNPQCTHIILDNADVLSQYQLNSIQKNHVHIANPDFIWKSIREKRLLDVKNYDPYKPLDITPPPDQKASSSEVKTEGLCPDSATEEEDTVELTEFGMQNVEIPHLPQDFEVAKYNTLEKVGMEGGQEAVVVELQCSRDSRDCPFLISSHFLLDDGMETRRQFAIKKTSEDASEYFENYIEELKKQGFLLREHFTPEATQLASEQLQALLLEEVMNSSTLSQEVSDLVEMIWAEALGHLEHMLLKPVNRISLNDVSKAEGILLLVKAALKNGETAEQLQKMMTEFYRLIPHKGTMPKEVNLGLLAKKADLCQLIRDMVNVCETNLSKPNPPSLAKYRALRCKIEHVEQNTEEFLRVRKEVLQNHHSKSPVDVLQIFRVGRVNETTEFLSKLGNVRPLLHGSPVQNIVGILCRGLLLPKVVEDRGVQRTDVGNLGSGIYFSDSLSTSIKYSHPGETDGTRLL.... The pIC50 is 5.3. (7) The small molecule is CN(C)CCCN1C(=O)c2cccc3c([N+](=O)[O-])ccc(c23)C1=O. The target protein (P51684) has sequence MSGESMNFSDVFDSSEDYFVSVNTSYYSVDSEMLLCSLQEVRQFSRLFVPIAYSLICVFGLLGNILVVITFAFYKKARSMTDVYLLNMAIADILFVLTLPFWAVSHATGAWVFSNATCKLLKGIYAINFNCGMLLLTCISMDRYIAIVQATKSFRLRSRTLPRSKIICLVVWGLSVIISSSTFVFNQKYNTQGSDVCEPKYQTVSEPIRWKLLMLGLELLFGFFIPLMFMIFCYTFIVKTLVQAQNSKRHKAIRVIIAVVLVFLACQIPHNMVLLVTAANLGKMNRSCQSEKLIGYTKTVTEVLAFLHCCLNPVLYAFIGQKFRNYFLKILKDLWCVRRKYKSSGFSCAGRYSENISRQTSETADNDNASSFTM. The pIC50 is 4.5.